Task: Predict the product of the given reaction.. Dataset: Forward reaction prediction with 1.9M reactions from USPTO patents (1976-2016) (1) Given the reactants [F:1][C:2]([F:27])([F:26])[C:3]1[CH:4]=[C:5]([NH:9][C:10](=[O:25])[CH2:11][C:12]([NH:14][C:15]2[CH:20]=[CH:19][CH:18]=[C:17]([C:21]([F:24])([F:23])[F:22])[CH:16]=2)=[O:13])[CH:6]=[CH:7][CH:8]=1.[CH2:28]([C:30]1[CH:37]=[CH:36][C:33]([CH:34]=O)=[CH:32][CH:31]=1)[CH3:29], predict the reaction product. The product is: [F:1][C:2]([F:26])([F:27])[C:3]1[CH:4]=[C:5]([NH:9][C:10](=[O:25])[C:11](=[CH:34][C:33]2[CH:36]=[CH:37][C:30]([CH2:28][CH3:29])=[CH:31][CH:32]=2)[C:12]([NH:14][C:15]2[CH:20]=[CH:19][CH:18]=[C:17]([C:21]([F:24])([F:23])[F:22])[CH:16]=2)=[O:13])[CH:6]=[CH:7][CH:8]=1. (2) The product is: [ClH:25].[NH2:1][CH2:2][CH2:3][S:4]([C:6]1[CH:7]=[C:8]([C:20]2[NH:21][CH:22]=[CH:23][CH:24]=2)[C:9]2[C:10](=[O:19])[NH:11][C:12]3[C:17]=2[C:16]=1[C:15]([F:18])=[CH:14][CH:13]=3)=[O:5]. Given the reactants [NH2:1][CH2:2][CH2:3][S:4]([C:6]1[CH:7]=[C:8]([C:20]2[NH:21][CH:22]=[CH:23][CH:24]=2)[C:9]2[C:10](=[O:19])[NH:11][C:12]3[C:17]=2[C:16]=1[C:15]([F:18])=[CH:14][CH:13]=3)=[O:5].[ClH:25], predict the reaction product. (3) Given the reactants [CH3:1][C@@H:2]1[C@H:14](/[C:15](/[CH3:32])=[CH:16]/[C@@H:17]([C:19]([CH2:21][CH2:22][CH2:23][CH:24]2[CH2:31][C:29](=[O:30])[NH:28][C:26](=[O:27])[CH2:25]2)=[O:20])[CH3:18])[O:13][C:11](=[O:12])[CH:10]=[CH:9][CH2:8][CH2:7][CH:6]=[CH:5][C@H:4]([O:33][CH3:34])[C@H:3]1[OH:35].[OH2:36], predict the reaction product. The product is: [CH3:1][C@H:2]1[C@H:3]([OH:35])[C@@H:4]([O:33][CH3:34])[CH:5]=[CH:6][CH2:7][CH2:8][CH:9]=[CH:10][C:11](=[O:13])[O:12][C@H:16]([C@@H:17]([C:19]([CH2:21][CH2:22][CH2:23][CH:24]2[CH2:31][C:29](=[O:30])[NH:28][C:26](=[O:27])[CH2:25]2)=[O:20])[CH3:18])[C:15]([CH3:32])=[CH:14]1.[CH3:18][C@H:17]([C:19]([CH2:21][CH2:22][CH2:23][CH:24]1[CH2:25][C:26](=[O:27])[NH:28][C:29](=[O:30])[CH2:31]1)=[O:20])/[CH:16]=[C:15](/[C@H:14]([OH:13])[C@H:2]([C@H:3]([OH:35])[C@@H:4]([O:33][CH3:34])/[CH:5]=[CH:6]/[CH2:7][CH2:8]/[CH:9]=[CH:10]/[C:11]([OH:36])=[O:12])[CH3:1])\[CH3:32].